From a dataset of Drug-target binding data from BindingDB using Ki measurements. Regression. Given a target protein amino acid sequence and a drug SMILES string, predict the binding affinity score between them. We predict pKi (pKi = -log10(Ki in M); higher means stronger inhibition). Dataset: bindingdb_ki. The compound is CCn1nnc(-c2o[nH]c(=O)c2CC(N)C(=O)O)n1. The target protein (P42261) has sequence MQHIFAFFCTGFLGAVVGANFPNNIQIGGLFPNQQSQEHAAFRFALSQLTEPPKLLPQIDIVNISDSFEMTYRFCSQFSKGVYAIFGFYERRTVNMLTSFCGALHVCFITPSFPVDTSNQFVLQLRPELQDALISIIDHYKWQKFVYIYDADRGLSVLQKVLDTAAEKNWQVTAVNILTTTEEGYRMLFQDLEKKKERLVVVDCESERLNAILGQIIKLEKNGIGYHYILANLGFMDIDLNKFKESGANVTGFQLVNYTDTIPAKIMQQWKNSDARDHTRVDWKRPKYTSALTYDGVKVMAEAFQSLRRQRIDISRRGNAGDCLANPAVPWGQGIDIQRALQQVRFEGLTGNVQFNEKGRRTNYTLHVIEMKHDGIRKIGYWNEDDKFVPAATDAQAGGDNSSVQNRTYIVTTILEDPYVMLKKNANQFEGNDRYEGYCVELAAEIAKHVGYSYRLEIVSDGKYGARDPDTKAWNGMVGELVYGRADVAVAPLTITLVRE.... The pKi is 6.8.